This data is from Peptide-MHC class I binding affinity with 185,985 pairs from IEDB/IMGT. The task is: Regression. Given a peptide amino acid sequence and an MHC pseudo amino acid sequence, predict their binding affinity value. This is MHC class I binding data. (1) The peptide sequence is RPAGARAAF. The MHC is HLA-B08:02 with pseudo-sequence HLA-B08:02. The binding affinity (normalized) is 0.0847. (2) The peptide sequence is SIYAGNTPK. The MHC is HLA-A24:02 with pseudo-sequence HLA-A24:02. The binding affinity (normalized) is 0.0847. (3) The binding affinity (normalized) is 0. The peptide sequence is KRDKKKEYNET. The MHC is HLA-B27:05 with pseudo-sequence HLA-B27:05. (4) The peptide sequence is TQYNRYLALY. The MHC is HLA-A68:01 with pseudo-sequence HLA-A68:01. The binding affinity (normalized) is 0.575.